Dataset: Reaction yield outcomes from USPTO patents with 853,638 reactions. Task: Predict the reaction yield, written as a fraction of the theoretical maximum amount of product (1.0 means a 100% yield; for example, 0.34 means a 34% yield). (1) The reactants are [Br:1][C:2]1[C:10]2[C:5](=[CH:6][CH:7]=[C:8]([N+:11]([O-:13])=[O:12])[CH:9]=2)[NH:4][N:3]=1.C1COCC1.[C:19](O[C:19]([O:21][C:22]([CH3:25])([CH3:24])[CH3:23])=[O:20])([O:21][C:22]([CH3:25])([CH3:24])[CH3:23])=[O:20].O. The catalyst is [OH-].[Na+]. The product is [Br:1][C:2]1[C:10]2[C:5](=[CH:6][CH:7]=[C:8]([N+:11]([O-:13])=[O:12])[CH:9]=2)[N:4]([C:19]([O:21][C:22]([CH3:25])([CH3:24])[CH3:23])=[O:20])[N:3]=1. The yield is 0.780. (2) The reactants are Br[C:2]1[S:3][C:4]([C:7]2[CH:8]=[C:9]([NH:14][C:15]3[N:20]=[C:19]([C:21]([F:24])([F:23])[F:22])[CH:18]=[CH:17][N:16]=3)[CH:10]=[C:11]([CH3:13])[CH:12]=2)=[CH:5][N:6]=1.C1(P(C2CCCCC2)C2C=CC=CC=2C2C(OC)=CC=CC=2OC)CCCCC1.C1COCC1.[Br-].[CH3:60][O:61][C:62](=[O:67])[C@H:63]([CH3:66])[CH2:64][Zn+]. The catalyst is [NH4+].[Cl-].O.CC([O-])=O.CC([O-])=O.[Pd+2]. The product is [CH3:64][C@H:63]([CH2:66][C:2]1[S:3][C:4]([C:7]2[CH:8]=[C:9]([NH:14][C:15]3[N:20]=[C:19]([C:21]([F:24])([F:23])[F:22])[CH:18]=[CH:17][N:16]=3)[CH:10]=[C:11]([CH3:13])[CH:12]=2)=[CH:5][N:6]=1)[C:62]([O:61][CH3:60])=[O:67]. The yield is 0.870. (3) The reactants are [C:1]([C:3]([CH3:24])([CH3:23])[C:4]1[CH:9]=[CH:8][C:7]([NH:10][C:11](=[O:22])[C:12]2[CH:17]=[CH:16][C:15]([O:18][CH3:19])=[C:14]([O:20][CH3:21])[CH:13]=2)=[CH:6][CH:5]=1)#[N:2]. The catalyst is C(O)C.[Pd]. The product is [NH2:2][CH2:1][C:3]([C:4]1[CH:5]=[CH:6][C:7]([NH:10][C:11](=[O:22])[C:12]2[CH:17]=[CH:16][C:15]([O:18][CH3:19])=[C:14]([O:20][CH3:21])[CH:13]=2)=[CH:8][CH:9]=1)([CH3:24])[CH3:23]. The yield is 0.530. (4) The catalyst is C1COCC1. The reactants are O[CH:2]=[C:3]1[C:11]2[C:6](=[CH:7][C:8]([C:12]([C:14]3[CH:15]=[C:16]([NH:20][C:21]([C:23]4[N:24]([CH3:29])[N:25]=[C:26]([CH3:28])[CH:27]=4)=[O:22])[CH:17]=[CH:18][CH:19]=3)=[O:13])=[CH:9][CH:10]=2)[NH:5][C:4]1=[O:30].[NH2:31][C:32]1[CH:37]=[CH:36][C:35]([CH2:38][CH2:39][C:40]([OH:42])=[O:41])=[CH:34][CH:33]=1. The product is [CH3:29][N:24]1[C:23]([C:21]([NH:20][C:16]2[CH:15]=[C:14]([CH:19]=[CH:18][CH:17]=2)[C:12]([C:8]2[CH:7]=[C:6]3[C:11]([C:3](=[CH:2][NH:31][C:32]4[CH:33]=[CH:34][C:35]([CH2:38][CH2:39][C:40]([OH:42])=[O:41])=[CH:36][CH:37]=4)[C:4](=[O:30])[NH:5]3)=[CH:10][CH:9]=2)=[O:13])=[O:22])=[CH:27][C:26]([CH3:28])=[N:25]1. The yield is 0.154. (5) The catalyst is C(O)(C)C. The reactants are C([O:3][C:4]([C:6]1([C:9]2[CH:14]=[CH:13][C:12]([C:15]3[CH:20]=[CH:19][C:18]([C:21]4[S:22][C:23]([F:38])=[CH:24][C:25]=4[NH:26][C:27]([O:29][C@@H:30]([C:32]4[C:36]([CH3:37])=[CH:35][S:34][CH:33]=4)[CH3:31])=[O:28])=[CH:17][CH:16]=3)=[CH:11][CH:10]=2)[CH2:8][CH2:7]1)=[O:5])C.[OH-].[Na+].Cl. The yield is 0.360. The product is [F:38][C:23]1[S:22][C:21]([C:18]2[CH:19]=[CH:20][C:15]([C:12]3[CH:11]=[CH:10][C:9]([C:6]4([C:4]([OH:5])=[O:3])[CH2:8][CH2:7]4)=[CH:14][CH:13]=3)=[CH:16][CH:17]=2)=[C:25]([NH:26][C:27]([O:29][C@@H:30]([C:32]2[C:36]([CH3:37])=[CH:35][S:34][CH:33]=2)[CH3:31])=[O:28])[CH:24]=1.